Dataset: Catalyst prediction with 721,799 reactions and 888 catalyst types from USPTO. Task: Predict which catalyst facilitates the given reaction. (1) Reactant: [NH2:1][C:2]1[CH:7]=[CH:6][CH:5]=[CH:4][C:3]=1/[CH:8]=[CH:9]/[C:10]([O:12][CH3:13])=[O:11].ClCCl.C(N(CC)CC)C.[CH:24]1([C:30](Cl)=[O:31])[CH2:29][CH2:28][CH2:27][CH2:26][CH2:25]1. Product: [CH:24]1([C:30]([NH:1][C:2]2[CH:7]=[CH:6][CH:5]=[CH:4][C:3]=2/[CH:8]=[CH:9]/[C:10]([O:12][CH3:13])=[O:11])=[O:31])[CH2:29][CH2:28][CH2:27][CH2:26][CH2:25]1. The catalyst class is: 6. (2) Reactant: [Br:1][C:2]1[CH:14]=[CH:13][C:5]([CH2:6][CH:7]2[CH2:12][CH2:11][CH2:10][CH2:9][NH:8]2)=[CH:4][CH:3]=1.[CH:15](=O)[C:16]1[CH:21]=[CH:20][CH:19]=[CH:18][CH:17]=1.C([BH3-])#N.[Na+].C(=O)(O)[O-].[Na+]. Product: [CH2:15]([N:8]1[CH2:9][CH2:10][CH2:11][CH2:12][CH:7]1[CH2:6][C:5]1[CH:13]=[CH:14][C:2]([Br:1])=[CH:3][CH:4]=1)[C:16]1[CH:21]=[CH:20][CH:19]=[CH:18][CH:17]=1. The catalyst class is: 404.